From a dataset of Reaction yield outcomes from USPTO patents with 853,638 reactions. Predict the reaction yield, written as a fraction of the theoretical maximum amount of product (1.0 means a 100% yield; for example, 0.34 means a 34% yield). The product is [F:32][C:29]1([F:31])[C@H:30]2[C@@H:28]1[CH2:27][N:26]([S:33]([C:36]1[CH:41]=[CH:40][C:39]([F:42])=[CH:38][CH:37]=1)(=[O:35])=[O:34])[C@@H:25]2[C:23]([NH:22][CH2:21][C:19]1[C:18]([F:43])=[CH:17][N:16]=[C:15]([C:6]2[CH:5]=[N:4][C:3]([C:2]([F:13])([F:12])[F:1])=[N:8][CH:7]=2)[CH:20]=1)=[O:24]. The yield is 0.277. The reactants are [F:1][C:2]([F:13])([F:12])[C:3]1[N:8]=[CH:7][C:6](B(O)O)=[CH:5][N:4]=1.Br[C:15]1[CH:20]=[C:19]([CH2:21][NH:22][C:23]([C@@H:25]2[C@@H:30]3[C@@H:28]([C:29]3([F:32])[F:31])[CH2:27][N:26]2[S:33]([C:36]2[CH:41]=[CH:40][C:39]([F:42])=[CH:38][CH:37]=2)(=[O:35])=[O:34])=[O:24])[C:18]([F:43])=[CH:17][N:16]=1.C(=O)([O-])[O-].[Cs+].[Cs+]. The catalyst is C(#N)C.O.C1C=CC(P(C2C=CC=CC=2)[C-]2C=CC=C2)=CC=1.C1C=CC(P(C2C=CC=CC=2)[C-]2C=CC=C2)=CC=1.Cl[Pd]Cl.[Fe+2].ClCCl.